Dataset: Full USPTO retrosynthesis dataset with 1.9M reactions from patents (1976-2016). Task: Predict the reactants needed to synthesize the given product. (1) Given the product [CH2:1]([C:3]1[CH:8]=[CH:7][C:6]([C:17]2[CH:18]=[CH:13][CH:14]=[C:15]([C:20]3[N:25]4[N:26]=[CH:27][C:28]([C:29]([C:31]5[S:32][CH:33]=[CH:34][CH:35]=5)=[O:30])=[C:24]4[N:23]=[CH:22][CH:21]=3)[CH:16]=2)=[CH:5][CH:4]=1)[CH3:2], predict the reactants needed to synthesize it. The reactants are: [CH2:1]([C:3]1[CH:8]=[CH:7][C:6](B(O)O)=[CH:5][CH:4]=1)[CH3:2].Br[C:13]1[CH:14]=[C:15]([C:20]2[N:25]3[N:26]=[CH:27][C:28]([C:29]([C:31]4[S:32][CH:33]=[CH:34][CH:35]=4)=[O:30])=[C:24]3[N:23]=[CH:22][CH:21]=2)[CH:16]=[CH:17][C:18]=1F. (2) Given the product [NH2:24][C:3]1[C:12]2[C:7](=[CH:8][C:9]([CH2:13][N:14]3[CH2:19][CH2:18][N:17]([S:38]([C:36]4[S:35][C:34]5[CH:42]=[C:30]([Cl:29])[CH:31]=[CH:32][C:33]=5[CH:37]=4)(=[O:40])=[O:39])[CH2:16][C:15]3=[O:21])=[CH:10][CH:11]=2)[N:6]=[CH:5][CH:4]=1, predict the reactants needed to synthesize it. The reactants are: Cl.Cl[C:3]1[C:12]2[C:7](=[CH:8][C:9]([CH2:13][N:14]3[CH2:19][CH2:18][NH:17][C@@H:16](C)[C:15]3=[O:21])=[CH:10][CH:11]=2)[N:6]=[CH:5][CH:4]=1.C([N:24](CC)CC)C.[Cl:29][C:30]1[CH:31]=[CH:32][C:33]2[CH:37]=[C:36]([S:38](Cl)(=[O:40])=[O:39])[S:35][C:34]=2[CH:42]=1.O. (3) Given the product [NH2:3][C:6]1[CH:18]=[C:17]([CH2:19][CH2:20][C:21]2[CH:22]=[CH:23][CH:24]=[CH:25][CH:26]=2)[CH:16]=[CH:15][C:7]=1[C:8]([O:10][C:11]([CH3:14])([CH3:13])[CH3:12])=[O:9], predict the reactants needed to synthesize it. The reactants are: CO.[N+:3]([C:6]1[CH:18]=[C:17](/[CH:19]=[CH:20]/[C:21]2[CH:26]=[CH:25][CH:24]=[CH:23][CH:22]=2)[CH:16]=[CH:15][C:7]=1[C:8]([O:10][C:11]([CH3:14])([CH3:13])[CH3:12])=[O:9])([O-])=O. (4) Given the product [CH2:38]([O:37][C:35](/[C:34](=[C:10]1\[CH2:11][N:12]([C:15]([C:22]2[CH:27]=[CH:26][CH:25]=[CH:24][CH:23]=2)([C:28]2[CH:33]=[CH:32][CH:31]=[CH:30][CH:29]=2)[C:16]2[CH:17]=[CH:18][CH:19]=[CH:20][CH:21]=2)[CH2:13][CH2:14][CH:9]\1[OH:8])/[CH3:41])=[O:36])[CH3:39], predict the reactants needed to synthesize it. The reactants are: [Si]([O:8][CH:9]1[CH2:14][CH2:13][N:12]([C:15]([C:28]2[CH:33]=[CH:32][CH:31]=[CH:30][CH:29]=2)([C:22]2[CH:27]=[CH:26][CH:25]=[CH:24][CH:23]=2)[C:16]2[CH:21]=[CH:20][CH:19]=[CH:18][CH:17]=2)[CH2:11]/[C:10]/1=[CH:34]\[C:35]([O:37][CH2:38][CH3:39])=[O:36])(C(C)(C)C)(C)C.Cl[CH2:41]Cl. (5) Given the product [CH2:28]([N:15]([CH2:14][C:13]1[CH:35]=[CH:36][C:10]([O:9][C:8]2[CH:7]=[C:6]([CH:39]=[CH:38][CH:37]=2)[O:5][CH2:4][CH2:3][CH2:2][NH:1][C:40](=[O:42])[CH3:41])=[CH:11][CH:12]=1)[C:16]1[CH:21]=[CH:20][CH:19]=[C:18]([NH:22][S:23]([CH3:26])(=[O:25])=[O:24])[C:17]=1[CH3:27])[C:29]1[CH:34]=[CH:33][CH:32]=[CH:31][CH:30]=1, predict the reactants needed to synthesize it. The reactants are: [NH2:1][CH2:2][CH2:3][CH2:4][O:5][C:6]1[CH:7]=[C:8]([CH:37]=[CH:38][CH:39]=1)[O:9][C:10]1[CH:36]=[CH:35][C:13]([CH2:14][N:15]([CH2:28][C:29]2[CH:34]=[CH:33][CH:32]=[CH:31][CH:30]=2)[C:16]2[C:17]([CH3:27])=[C:18]([NH:22][S:23]([CH3:26])(=[O:25])=[O:24])[CH:19]=[CH:20][CH:21]=2)=[CH:12][CH:11]=1.[C:40](OC(=O)C)(=[O:42])[CH3:41]. (6) Given the product [C@H:1]1([NH:10][C:11]2[CH:20]=[CH:19][C:18]3[C:17]([C:22]#[N:23])=[CH:16][CH:15]=[CH:14][C:13]=3[N:12]=2)[C:9]2[C:4](=[CH:5][CH:6]=[CH:7][CH:8]=2)[CH2:3][CH2:2]1, predict the reactants needed to synthesize it. The reactants are: [C@H:1]1([NH:10][C:11]2[CH:20]=[CH:19][C:18]3[C:13](=[CH:14][CH:15]=[CH:16][C:17]=3I)[N:12]=2)[C:9]2[C:4](=[CH:5][CH:6]=[CH:7][CH:8]=2)[CH2:3][CH2:2]1.[C-:22]#[N:23].O. (7) Given the product [CH3:31][C:30]1[O:1][C:2]2[C:11]3[O:10][CH:9]([CH2:12][OH:13])[CH2:8][O:7][C:6]=3[CH:5]=[CH:4][C:3]=2[N:29]=1, predict the reactants needed to synthesize it. The reactants are: [OH:1][C:2]1[C:11]2[O:10][C@@H:9]([CH2:12][OH:13])[CH2:8][O:7][C:6]=2[CH:5]=[CH:4][C:3]=1C(=NO)C.P(Cl)(Cl)(Cl)=O.C([O-])(=O)C.[Na+].C[N:29](C)[C:30](=O)[CH3:31].C(#N)C.